From a dataset of Forward reaction prediction with 1.9M reactions from USPTO patents (1976-2016). Predict the product of the given reaction. (1) Given the reactants [CH:1]12[CH2:7][CH:4]([CH:5]=[CH:6]1)[CH2:3][CH:2]2[C:8]([O:10][CH2:11][CH2:12][OH:13])=[O:9].[CH:14]12[CH2:20][CH:17]([CH:18]=[CH:19]1)[CH2:16][CH:15]2[C:21]([O:23][C:24]([CH3:27])([CH3:26])[CH3:25])=[O:22].[CH:28]12[CH2:34][CH:31]([CH:32]=[CH:33]1)[CH2:30][CH:29]2[C:35]([OH:37])=[O:36].[C:38]([O:42][CH2:43][CH2:44][CH:45]([O:47][C:48](=[O:51])[CH:49]=[CH2:50])[CH3:46])(=[O:41])[CH:39]=[CH2:40].[C:52]1(=[O:58])[O:57][C:55](=[O:56])[CH:54]=[CH:53]1.N(C(C)(C)C#N)=NC(C)(C)C#N, predict the reaction product. The product is: [C:55]1(=[O:56])[O:57][C:52](=[O:58])[CH:53]=[CH:54]1.[CH:1]12[CH2:7][CH:4]([CH:5]=[CH:6]1)[CH2:3][CH:2]2[C:8]([O:10][CH2:11][CH2:12][OH:13])=[O:9].[CH:14]12[CH2:20][CH:17]([CH:18]=[CH:19]1)[CH2:16][CH:15]2[C:21]([O:23][C:24]([CH3:27])([CH3:26])[CH3:25])=[O:22].[CH:28]12[CH2:34][CH:31]([CH:32]=[CH:33]1)[CH2:30][CH:29]2[C:35]([OH:37])=[O:36].[C:38]([O:42][CH2:43][CH2:44][CH:45]([O:47][C:48](=[O:51])[CH:49]=[CH2:50])[CH3:46])(=[O:41])[CH:39]=[CH2:40]. (2) Given the reactants II.[F:3][C:4]1[CH:9]=[C:8]([I:10])[CH:7]=[CH:6][C:5]=1[NH:11][C:12]1[C:17]([C:18]([NH:20][CH2:21][CH2:22][OH:23])=[O:19])=[CH:16][N:15]=[C:14]([NH:24][CH2:25][CH2:26]O)[CH:13]=1.C1(P(C2C=CC=CC=2)C2C=CC=CC=2)C=CC=CC=1.C(N(CC)CC)C, predict the reaction product. The product is: [OH:23][CH2:22][CH2:21][NH:20][C:18]([C:17]1[C:12]([NH:11][C:5]2[CH:6]=[CH:7][C:8]([I:10])=[CH:9][C:4]=2[F:3])=[CH:13][C:14]2[N:15]([CH2:26][CH2:25][N:24]=2)[CH:16]=1)=[O:19]. (3) Given the reactants [C:1]([O:5][C:6](=[O:35])[NH:7][CH2:8][CH2:9][CH2:10][NH:11][CH:12]([C:16]1[N:25]([CH2:26][C:27]2[CH:32]=[CH:31][CH:30]=[CH:29][CH:28]=2)[C:24](=[O:33])[C:23]2[C:18](=[CH:19][C:20]([Cl:34])=[CH:21][CH:22]=2)[N:17]=1)[CH:13]([CH3:15])[CH3:14])([CH3:4])([CH3:3])[CH3:2].CCN(C(C)C)C(C)C.[C:45]1([CH3:54])[CH:50]=[CH:49][C:48]([C:51](Cl)=[O:52])=[CH:47][CH:46]=1, predict the reaction product. The product is: [C:1]([O:5][C:6](=[O:35])[NH:7][CH2:8][CH2:9][CH2:10][N:11]([C@@H:12]([C:16]1[N:25]([CH2:26][C:27]2[CH:32]=[CH:31][CH:30]=[CH:29][CH:28]=2)[C:24](=[O:33])[C:23]2[C:18](=[CH:19][C:20]([Cl:34])=[CH:21][CH:22]=2)[N:17]=1)[CH:13]([CH3:15])[CH3:14])[C:51](=[O:52])[C:48]1[CH:49]=[CH:50][C:45]([CH3:54])=[CH:46][CH:47]=1)([CH3:3])([CH3:4])[CH3:2].[C:1]([O:5][C:6](=[O:35])[NH:7][CH2:8][CH2:9][CH2:10][N:11]([CH:12]([C:16]1[N:25]([CH2:26][C:27]2[CH:32]=[CH:31][CH:30]=[CH:29][CH:28]=2)[C:24](=[O:33])[C:23]2[C:18](=[CH:19][C:20]([Cl:34])=[CH:21][CH:22]=2)[N:17]=1)[CH:13]([CH3:15])[CH3:14])[C:51](=[O:52])[C:48]1[CH:49]=[CH:50][C:45]([CH3:54])=[CH:46][CH:47]=1)([CH3:3])([CH3:4])[CH3:2]. (4) Given the reactants [NH2:1][C:2]1[Se:3][C:4]([CH3:15])=[C:5]([C:9]2[CH:14]=[CH:13][CH:12]=[CH:11][CH:10]=2)[C:6]=1[C:7]#[N:8].C[N:17]([CH:19](OC)OC)C.[Cl:24][C:25]1[CH:26]=[C:27]([CH:29]=[CH:30][C:31]=1[F:32])N.[K+].[Br-], predict the reaction product. The product is: [Cl:24][C:25]1[CH:26]=[C:27]([NH:8][C:7]2[C:6]3[C:5]([C:9]4[CH:10]=[CH:11][CH:12]=[CH:13][CH:14]=4)=[C:4]([CH3:15])[Se:3][C:2]=3[N:1]=[CH:19][N:17]=2)[CH:29]=[CH:30][C:31]=1[F:32]. (5) Given the reactants [F:1][C:2]([F:7])([F:6])[C:3]([OH:5])=[O:4].[Cl:8][C:9]1[CH:32]=[CH:31][C:12]([C:13]([N:15]2[CH2:21][C:20]3[CH:22]=[CH:23][CH:24]=[CH:25][C:19]=3[N:18]([CH2:26][C:27]([OH:29])=O)[C:17](=[O:30])[CH2:16]2)=[O:14])=[CH:11][CH:10]=1.[NH2:33][CH2:34][CH2:35][C:36]1[CH:37]=[N:38][CH:39]=[CH:40][CH:41]=1.C(N(CC)CC)C, predict the reaction product. The product is: [F:1][C:2]([F:7])([F:6])[C:3]([OH:5])=[O:4].[Cl:8][C:9]1[CH:32]=[CH:31][C:12]([C:13]([N:15]2[CH2:21][C:20]3[CH:22]=[CH:23][CH:24]=[CH:25][C:19]=3[N:18]([CH2:26][C:27]([NH:33][CH2:34][CH2:35][C:36]3[CH:37]=[N:38][CH:39]=[CH:40][CH:41]=3)=[O:29])[C:17](=[O:30])[CH2:16]2)=[O:14])=[CH:11][CH:10]=1. (6) The product is: [CH2:17]([C:4]1[C:3]([O:2][CH3:1])=[CH:8][CH:7]=[CH:6][C:5]=1[CH2:9][CH2:10][CH2:11][C:12]([O:14][CH2:15][CH3:16])=[O:13])[C:18]1[CH:19]=[CH:20][CH:21]=[CH:22][CH:23]=1. Given the reactants [CH3:1][O:2][C:3]1[C:4]([CH2:17][C:18]2[CH:23]=[CH:22][CH:21]=[CH:20][CH:19]=2)=[C:5]([CH2:9]/[CH:10]=[CH:11]/[C:12]([O:14][CH2:15][CH3:16])=[O:13])[CH:6]=[CH:7][CH:8]=1.[H][H], predict the reaction product. (7) Given the reactants B(Br)(Br)Br.C([O:12][C:13]1[CH:14]=[C:15]([C:20]2[N:25]=[C:24]([C:26]([O:28][CH3:29])=[O:27])[CH:23]=[CH:22][C:21]=2[C:30]2[CH:35]=[CH:34][CH:33]=[CH:32][C:31]=2[CH3:36])[CH:16]=[CH:17][C:18]=1[Cl:19])C1C=CC=CC=1.CO.S(Cl)(Cl)=O.C([O-])(O)=O.[Na+], predict the reaction product. The product is: [Cl:19][C:18]1[CH:17]=[CH:16][C:15]([C:20]2[N:25]=[C:24]([C:26]([O:28][CH3:29])=[O:27])[CH:23]=[CH:22][C:21]=2[C:30]2[CH:35]=[CH:34][CH:33]=[CH:32][C:31]=2[CH3:36])=[CH:14][C:13]=1[OH:12]. (8) Given the reactants [OH2:1].[C:2]([C:24](F)=[O:25])([C:5]([C:8]([C:11]([C:14]([C:17]([C:20]([F:23])([F:22])[F:21])([F:19])[F:18])([F:16])[F:15])([F:13])[F:12])([F:10])[F:9])([F:7])[F:6])([F:4])[F:3], predict the reaction product. The product is: [C:2]([C:24]([OH:25])=[O:1])([C:5]([C:8]([C:11]([C:14]([C:17]([C:20]([F:22])([F:21])[F:23])([F:19])[F:18])([F:15])[F:16])([F:12])[F:13])([F:10])[F:9])([F:6])[F:7])([F:3])[F:4]. (9) Given the reactants [CH2:1]([O:5][C:6]1[C:15]2[C:10](=[CH:11][CH:12]=[C:13]([C:16]3[NH:20][N:19]=[N:18][N:17]=3)[CH:14]=2)[C:9](=[O:21])[N:8]([CH2:22][CH:23]([CH3:25])[CH3:24])[C:7]=1[CH2:26][NH:27]C(=O)OC(C)(C)C)[CH2:2][CH2:3][CH3:4].[ClH:35], predict the reaction product. The product is: [ClH:35].[NH2:27][CH2:26][C:7]1[N:8]([CH2:22][CH:23]([CH3:24])[CH3:25])[C:9](=[O:21])[C:10]2[C:15]([C:6]=1[O:5][CH2:1][CH2:2][CH2:3][CH3:4])=[CH:14][C:13]([C:16]1[NH:20][N:19]=[N:18][N:17]=1)=[CH:12][CH:11]=2.